From a dataset of Retrosynthesis with 50K atom-mapped reactions and 10 reaction types from USPTO. Predict the reactants needed to synthesize the given product. Given the product Cc1cc(-c2nc3ccc(N)cc3c(=O)[nH]2)cc(C)c1O, predict the reactants needed to synthesize it. The reactants are: Cc1cc(-c2nc3ccc([N+](=O)[O-])cc3c(=O)[nH]2)cc(C)c1O.